Dataset: Forward reaction prediction with 1.9M reactions from USPTO patents (1976-2016). Task: Predict the product of the given reaction. Given the reactants [NH2:1][C:2]1[N:7]=[CH:6][N:5]=[C:4]2[N:8]([CH2:25][C@H:26]3[CH2:30][CH2:29][CH2:28][N:27]3[C:31](=[O:35])[CH2:32][C:33]#[N:34])[N:9]=[C:10]([C:11]3[CH:16]=[CH:15][C:14]([O:17][C:18]4[CH:23]=[CH:22][CH:21]=[CH:20][CH:19]=4)=[CH:13][C:12]=3[F:24])[C:3]=12.[CH3:36][C:37]([NH:41][C:42](=[O:48])[O:43][C:44]([CH3:47])([CH3:46])[CH3:45])([CH3:40])[CH:38]=O.N1CCCCC1, predict the reaction product. The product is: [NH2:1][C:2]1[N:7]=[CH:6][N:5]=[C:4]2[N:8]([CH2:25][C@H:26]3[CH2:30][CH2:29][CH2:28][N:27]3[C:31](=[O:35])[C:32]([C:33]#[N:34])=[CH:40][C:37]([NH:41][C:42](=[O:48])[O:43][C:44]([CH3:47])([CH3:46])[CH3:45])([CH3:36])[CH3:38])[N:9]=[C:10]([C:11]3[CH:16]=[CH:15][C:14]([O:17][C:18]4[CH:19]=[CH:20][CH:21]=[CH:22][CH:23]=4)=[CH:13][C:12]=3[F:24])[C:3]=12.